The task is: Regression. Given a peptide amino acid sequence and an MHC pseudo amino acid sequence, predict their binding affinity value. This is MHC class II binding data.. This data is from Peptide-MHC class II binding affinity with 134,281 pairs from IEDB. (1) The peptide sequence is HLVPFMNDLQVSRTT. The MHC is DRB1_0101 with pseudo-sequence DRB1_0101. The binding affinity (normalized) is 0.617. (2) The peptide sequence is KFDSRLAFHHMAREKH. The binding affinity (normalized) is 0.390. The MHC is DRB3_0101 with pseudo-sequence DRB3_0101. (3) The peptide sequence is EKKYFAATQFEPDAA. The MHC is HLA-DPA10103-DPB10601 with pseudo-sequence HLA-DPA10103-DPB10601. The binding affinity (normalized) is 0.711. (4) The peptide sequence is LTKKGNVWEVKSSKP. The MHC is DRB1_0405 with pseudo-sequence DRB1_0405. The binding affinity (normalized) is 0.